This data is from hERG potassium channel inhibition data for cardiac toxicity prediction from Karim et al.. The task is: Regression/Classification. Given a drug SMILES string, predict its toxicity properties. Task type varies by dataset: regression for continuous values (e.g., LD50, hERG inhibition percentage) or binary classification for toxic/non-toxic outcomes (e.g., AMES mutagenicity, cardiotoxicity, hepatotoxicity). Dataset: herg_karim. (1) The molecule is COC(=O)NCCc1ccccc1-c1ccc([C@H]2CNCC[C@@H]2c2ccn(C)c(=O)c2)c(Cl)c1. The result is 0 (non-blocker). (2) The drug is CC(CC(NC(=O)C1CCC1)c1ccccc1)N1CCC(c2nnc(CN(C)C)o2)CC1. The result is 1 (blocker). (3) The molecule is Cc1cccc(C(=O)Nc2cccc(NC(=O)c3cccc(C)c3)c2)c1. The result is 0 (non-blocker).